This data is from Full USPTO retrosynthesis dataset with 1.9M reactions from patents (1976-2016). The task is: Predict the reactants needed to synthesize the given product. (1) Given the product [F:1][C:2]1[CH:3]=[C:4]([N:8]2[C:17]3[C:12](=[CH:13][C:14]([F:23])=[C:15]([N:18]4[CH2:19][CH2:20][CH2:21][CH2:22]4)[CH:16]=3)[C:11](=[O:24])[N:10]([OH:25])[C:9]2=[O:33])[CH:5]=[CH:6][CH:7]=1, predict the reactants needed to synthesize it. The reactants are: [F:1][C:2]1[CH:3]=[C:4]([N:8]2[C:17]3[C:12](=[CH:13][C:14]([F:23])=[C:15]([N:18]4[CH2:22][CH2:21][CH2:20][CH2:19]4)[CH:16]=3)[C:11](=[O:24])[N:10]([O:25]CC3C=CC=CC=3)[C:9]2=[O:33])[CH:5]=[CH:6][CH:7]=1. (2) Given the product [CH:1]1([C@@H:6]2[NH:11][C:10](=[O:12])[C@H:9]([CH2:13][CH:14]([CH3:16])[CH3:15])[N:8]([C:27]([C:24]3[CH:23]=[C:22]([C:18]4[S:17][CH:21]=[CH:20][CH:19]=4)[O:26][N:25]=3)=[O:28])[CH2:7]2)[CH2:2][CH2:3][CH2:4][CH2:5]1, predict the reactants needed to synthesize it. The reactants are: [CH:1]1([C@@H:6]2[NH:11][C:10](=[O:12])[C@H:9]([CH2:13][CH:14]([CH3:16])[CH3:15])[NH:8][CH2:7]2)[CH2:5][CH2:4][CH2:3][CH2:2]1.[S:17]1[CH:21]=[CH:20][CH:19]=[C:18]1[C:22]1[O:26][N:25]=[C:24]([C:27](O)=[O:28])[CH:23]=1.C([C@@H]1N(C(=O)/C=C/C2C=CC=CC=2)C[C@H](CC(C)C)NC1=O)C(C)C. (3) Given the product [ClH:24].[CH3:1][C:2]1[C:10]2[C:9]([O:11][CH2:12][C:13]3[O:17][N:16]=[C:15]([C:18]4[CH:23]=[CH:22][CH:21]=[CH:20][CH:19]=4)[CH:14]=3)=[N:8][CH:7]=[N:6][C:5]=2[S:4][CH:3]=1, predict the reactants needed to synthesize it. The reactants are: [CH3:1][C:2]1[C:10]2[C:9]([O:11][CH2:12][C:13]3[O:17][N:16]=[C:15]([C:18]4[CH:23]=[CH:22][CH:21]=[CH:20][CH:19]=4)[CH:14]=3)=[N:8][CH:7]=[N:6][C:5]=2[S:4][CH:3]=1.[ClH:24]. (4) Given the product [CH2:18]([O:17][C:14]1[CH:15]=[CH:16][C:11]([C:8]2[N:9]=[CH:10][C:5]([CH2:3][OH:2])=[N:6][CH:7]=2)=[C:12]([C:21]([F:23])([F:24])[F:22])[CH:13]=1)[CH2:19][CH3:20], predict the reactants needed to synthesize it. The reactants are: C[O:2][C:3]([C:5]1[CH:10]=[N:9][C:8]([C:11]2[CH:16]=[CH:15][C:14]([O:17][CH2:18][CH2:19][CH3:20])=[CH:13][C:12]=2[C:21]([F:24])([F:23])[F:22])=[CH:7][N:6]=1)=O.O.[BH4-].[Na+].CCOC(C)=O. (5) The reactants are: S(OS(C(F)(F)F)(=O)=O)(C(F)(F)F)(=O)=O.[C:16]([O:21][CH2:22][C:23]1[CH:28]=[CH:27][CH:26]=[CH:25][CH:24]=1)(=[O:20])[C@H:17]([CH3:19])O.N1C(C)=CC=CC=1C.[CH2:37]([O:40][NH2:41])[CH:38]=[CH2:39].C([O-])(O)=O.[Na+]. Given the product [CH2:22]([O:21][C:16](=[O:20])[C@@H:17]([CH3:19])[NH:41][O:40][CH2:37][CH:38]=[CH2:39])[C:23]1[CH:28]=[CH:27][CH:26]=[CH:25][CH:24]=1, predict the reactants needed to synthesize it. (6) Given the product [NH2:48][C:45]1[N:46]=[CH:47][C:42]([C:2]2[N:3]=[C:4]([N:28]3[CH2:33][CH2:32][O:31][CH2:30][CH2:29]3)[C:5]3[S:10][C:9]([CH2:11][N:12]4[CH2:17][CH2:16][N:15]([C:18](=[O:27])[CH2:19][O:20][CH:21]5[CH2:26][CH2:25][CH2:24][CH2:23][O:22]5)[CH2:14][CH2:13]4)=[CH:8][C:6]=3[N:7]=2)=[CH:43][CH:44]=1, predict the reactants needed to synthesize it. The reactants are: Cl[C:2]1[N:3]=[C:4]([N:28]2[CH2:33][CH2:32][O:31][CH2:30][CH2:29]2)[C:5]2[S:10][C:9]([CH2:11][N:12]3[CH2:17][CH2:16][N:15]([C:18](=[O:27])[CH2:19][O:20][CH:21]4[CH2:26][CH2:25][CH2:24][CH2:23][O:22]4)[CH2:14][CH2:13]3)=[CH:8][C:6]=2[N:7]=1.CC1(C)C(C)(C)OB([C:42]2[CH:43]=[CH:44][C:45]([NH2:48])=[N:46][CH:47]=2)O1. (7) Given the product [C:19]([O:18][C:16](=[O:17])[N:14]([CH:10]([C:11](=[O:13])[NH:34][CH:24]1[C:33]2[C:28](=[CH:29][CH:30]=[CH:31][CH:32]=2)[CH2:27][CH2:26][CH2:25]1)[CH:9]([O:8][CH2:1][C:2]1[CH:3]=[CH:4][CH:5]=[CH:6][CH:7]=1)[CH3:23])[CH3:15])([CH3:22])([CH3:21])[CH3:20], predict the reactants needed to synthesize it. The reactants are: [CH2:1]([O:8][CH:9]([CH3:23])[CH:10]([N:14]([C:16]([O:18][C:19]([CH3:22])([CH3:21])[CH3:20])=[O:17])[CH3:15])[C:11]([OH:13])=O)[C:2]1[CH:7]=[CH:6][CH:5]=[CH:4][CH:3]=1.[C@H:24]1([NH2:34])[C:33]2[C:28](=[CH:29][CH:30]=[CH:31][CH:32]=2)[CH2:27][CH2:26][CH2:25]1.Cl.C(N=C=NCCCN(C)C)C.O.ON1C2C=CC=CC=2N=N1.CN1CCOCC1. (8) Given the product [CH:13]([C:16]1[CH:20]=[C:19]([C:21]2[CH:22]=[CH:23][C:24]([O:27][CH2:45][CH2:44][NH:43][C:41](=[O:42])[O:40][C:36]([CH3:39])([CH3:38])[CH3:37])=[CH:25][CH:26]=2)[N:18]([C:28]2[CH:29]=[CH:30][C:31]([O:34][CH3:35])=[CH:32][CH:33]=2)[N:17]=1)([CH3:15])[CH3:14], predict the reactants needed to synthesize it. The reactants are: CCOC(/N=N/C(OCC)=O)=O.[CH:13]([C:16]1[CH:20]=[C:19]([C:21]2[CH:26]=[CH:25][C:24]([OH:27])=[CH:23][CH:22]=2)[N:18]([C:28]2[CH:33]=[CH:32][C:31]([O:34][CH3:35])=[CH:30][CH:29]=2)[N:17]=1)([CH3:15])[CH3:14].[C:36]([O:40][C:41]([NH:43][CH2:44][CH2:45]O)=[O:42])([CH3:39])([CH3:38])[CH3:37].C1(P(C2C=CC=CC=2)C2C=CC=CC=2)C=CC=CC=1. (9) The reactants are: [CH:1]1([N:4]2[CH2:10][CH2:9][CH2:8][C:7]3[CH:11]=[CH:12][C:13]([NH:15]C(=O)OCC4C=CC=CC=4)=[CH:14][C:6]=3[CH2:5]2)[CH2:3][CH2:2]1. Given the product [CH:1]1([N:4]2[CH2:10][CH2:9][CH2:8][C:7]3[CH:11]=[CH:12][C:13]([NH2:15])=[CH:14][C:6]=3[CH2:5]2)[CH2:3][CH2:2]1, predict the reactants needed to synthesize it.